This data is from HIV replication inhibition screening data with 41,000+ compounds from the AIDS Antiviral Screen. The task is: Binary Classification. Given a drug SMILES string, predict its activity (active/inactive) in a high-throughput screening assay against a specified biological target. (1) The compound is CN1C(=O)Cc2ccccc21. The result is 0 (inactive). (2) The drug is ON(Cc1ccccc1)C(=S)c1ccccc1. The result is 0 (inactive). (3) The molecule is CC(C)(C)C(=O)N(C(=S)OCc1ccccn1)c1ccccc1. The result is 0 (inactive). (4) The compound is O=[N+]([O-])c1ccc(Sc2c3ccccc3nc3cc(Cl)ccc23)cc1. The result is 0 (inactive). (5) The compound is CC(=O)C(=CNC(N)=S)C(=O)Nc1ccccc1C. The result is 0 (inactive). (6) The molecule is CC1Nc2ccccc2NC1C=C(C#N)C#N. The result is 0 (inactive).